From a dataset of Peptide-MHC class II binding affinity with 134,281 pairs from IEDB. Regression. Given a peptide amino acid sequence and an MHC pseudo amino acid sequence, predict their binding affinity value. This is MHC class II binding data. (1) The peptide sequence is SRCYSIYLSINGVLE. The MHC is DRB1_0802 with pseudo-sequence DRB1_0802. The binding affinity (normalized) is 0.210. (2) The peptide sequence is LALARAQRMQTARVL. The MHC is HLA-DQA10501-DQB10301 with pseudo-sequence HLA-DQA10501-DQB10301. The binding affinity (normalized) is 0.341. (3) The peptide sequence is AFILDGDNLFPKQ. The MHC is HLA-DQA10501-DQB10201 with pseudo-sequence HLA-DQA10501-DQB10201. The binding affinity (normalized) is 0.626. (4) The peptide sequence is FLHLVGFPTHRHIRG. The MHC is DRB1_0101 with pseudo-sequence DRB1_0101. The binding affinity (normalized) is 1.00. (5) The peptide sequence is GGRSLTTLLRALGAQ. The MHC is DRB1_0405 with pseudo-sequence DRB1_0405. The binding affinity (normalized) is 0.169.